Dataset: Reaction yield outcomes from USPTO patents with 853,638 reactions. Task: Predict the reaction yield, written as a fraction of the theoretical maximum amount of product (1.0 means a 100% yield; for example, 0.34 means a 34% yield). (1) The reactants are [Br:1][C:2]1[CH:13]=[CH:12][C:5]([O:6][CH2:7][CH2:8][CH2:9][CH2:10][NH2:11])=[CH:4][CH:3]=1.[C:14]([O:18][C:19](O[C:19]([O:18][C:14]([CH3:17])([CH3:16])[CH3:15])=[O:20])=[O:20])([CH3:17])([CH3:16])[CH3:15]. The catalyst is C1COCC1. The product is [Br:1][C:2]1[CH:13]=[CH:12][C:5]([O:6][CH2:7][CH2:8][CH2:9][CH2:10][NH:11][C:19](=[O:20])[O:18][C:14]([CH3:17])([CH3:16])[CH3:15])=[CH:4][CH:3]=1. The yield is 0.710. (2) The reactants are C(OC(=O)[N:7]([C:16]1[S:17][C@:18]2([CH2:32][F:33])[C@H:20]([C@:21]([C:24]3[CH:29]=[CH:28][CH:27]=[C:26]([F:30])[C:25]=3[F:31])([CH3:23])[N:22]=1)[CH2:19]2)COCC[Si](C)(C)C)(C)(C)C.S(=O)(=O)(O)O.[N+:40]([O-])([O-:42])=[O:41].[Na+].O.[O-]P([O-])([O-])=O.[K+].[K+].[K+].[OH-].[Na+]. The catalyst is O.C(Cl)(Cl)Cl.CC(O)C. The product is [F:31][C:25]1[C:26]([F:30])=[CH:27][C:28]([N+:40]([O-:42])=[O:41])=[CH:29][C:24]=1[C@:21]1([CH3:23])[C@H:20]2[C@:18]([CH2:32][F:33])([CH2:19]2)[S:17][C:16]([NH2:7])=[N:22]1. The yield is 0.520. (3) The reactants are [NH2:1][C:2]1[CH:21]=[CH:20][C:5]([O:6][C:7]2[CH:12]=[CH:11][N:10]=[C:9]([NH:13][C:14]([N:16]3[CH2:19][CH2:18][CH2:17]3)=[O:15])[CH:8]=2)=[CH:4][C:3]=1[Cl:22].C(N(CC)CC)C.[F:30][P-](F)(F)(F)(F)F.[N:37]1(O[P+](N(C)C)(N(C)C)N(C)C)[C:41]2[CH:42]=[CH:43][CH:44]=[CH:45][C:40]=2N=N1.C([O:59][CH2:60][CH3:61])C.CN(C)[CH:64]=[O:65]. No catalyst specified. The product is [Cl:22][C:3]1[CH:4]=[C:5]([O:6][C:7]2[CH:12]=[CH:11][N:10]=[C:9]([NH:13][C:14]([N:16]3[CH2:19][CH2:18][CH2:17]3)=[O:15])[CH:8]=2)[CH:20]=[CH:21][C:2]=1[NH:1][C:60](=[O:59])[CH2:61][C:64]([NH:37][C:41]1[CH:42]=[CH:43][C:44]([F:30])=[CH:45][CH:40]=1)=[O:65]. The yield is 0.817. (4) The yield is 0.660. The product is [CH2:31]([O:30][C:28](=[O:29])[CH2:27][N:3]1[CH2:4][C:5]2([CH2:9][CH2:8][CH2:7][N:6]2[C:10]([O:12][CH2:13][C:14]2[CH:19]=[CH:18][CH:17]=[CH:16][CH:15]=2)=[O:11])[C:2]1=[O:1])[CH3:32]. The reactants are [O:1]=[C:2]1[C:5]2([CH2:9][CH2:8][CH2:7][N:6]2[C:10]([O:12][CH2:13][C:14]2[CH:19]=[CH:18][CH:17]=[CH:16][CH:15]=2)=[O:11])[CH2:4][NH:3]1.C([O-])([O-])=O.[Cs+].[Cs+].Br[CH2:27][C:28]([O:30][CH2:31][CH3:32])=[O:29]. The catalyst is C(#N)C. (5) The reactants are C(N(S(F)(F)[F:7])CC)C.[CH:10]([N:23]1[CH2:26][CH:25](O)[CH2:24]1)([C:17]1[CH:22]=[CH:21][CH:20]=[CH:19][CH:18]=1)[C:11]1[CH:16]=[CH:15][CH:14]=[CH:13][CH:12]=1. No catalyst specified. The product is [CH:10]([N:23]1[CH2:26][CH:25]([F:7])[CH2:24]1)([C:17]1[CH:22]=[CH:21][CH:20]=[CH:19][CH:18]=1)[C:11]1[CH:16]=[CH:15][CH:14]=[CH:13][CH:12]=1. The yield is 0.520. (6) The reactants are Br[C:2]1[CH:3]=[C:4]([C:19]([NH:21][CH2:22][C:23]2[C:24](=[O:31])[NH:25][C:26]([CH3:30])=[CH:27][C:28]=2[CH3:29])=[O:20])[C:5]2[CH:10]=[N:9][N:8]([CH:11]([C:13]3[CH:18]=[CH:17][CH:16]=[CH:15][CH:14]=3)[CH3:12])[C:6]=2[N:7]=1.[CH3:32][C:33]1([CH3:50])[CH2:38][C:37](B2OC(C)(C)C(C)(C)O2)=[CH:36][C:35]([CH3:49])([CH3:48])[NH:34]1.C([O-])([O-])=O.[Na+].[Na+].CO.C(Cl)Cl. The catalyst is O1CCOCC1.O.C1C=CC([P]([Pd]([P](C2C=CC=CC=2)(C2C=CC=CC=2)C2C=CC=CC=2)([P](C2C=CC=CC=2)(C2C=CC=CC=2)C2C=CC=CC=2)[P](C2C=CC=CC=2)(C2C=CC=CC=2)C2C=CC=CC=2)(C2C=CC=CC=2)C2C=CC=CC=2)=CC=1. The product is [CH3:29][C:28]1[CH:27]=[C:26]([CH3:30])[NH:25][C:24](=[O:31])[C:23]=1[CH2:22][NH:21][C:19]([C:4]1[C:5]2[CH:10]=[N:9][N:8]([CH:11]([C:13]3[CH:18]=[CH:17][CH:16]=[CH:15][CH:14]=3)[CH3:12])[C:6]=2[N:7]=[C:2]([C:37]2[CH2:36][C:35]([CH3:49])([CH3:48])[NH:34][C:33]([CH3:50])([CH3:32])[CH:38]=2)[CH:3]=1)=[O:20]. The yield is 0.120. (7) The reactants are [C:1]([O:4][CH:5]1[C:9]2=[N:10][CH:11]=[C:12]([NH2:28])[C:13]([N:14]3[CH2:19][CH2:18][CH2:17][C@H:16]([NH:20][C:21]([O:23][C:24]([CH3:27])([CH3:26])[CH3:25])=[O:22])[CH2:15]3)=[C:8]2[CH2:7][CH2:6]1)(=[O:3])[CH3:2].[C:29]([O:33][C:34]([NH:36][C:37]1[S:41][C:40]([C:42]2[C:47]([F:48])=[CH:46][CH:45]=[CH:44][C:43]=2[F:49])=[N:39][C:38]=1[C:50](O)=[O:51])=[O:35])([CH3:32])([CH3:31])[CH3:30].CN(C(ON1N=NC2C=CC=NC1=2)=[N+](C)C)C.F[P-](F)(F)(F)(F)F.CCN(C(C)C)C(C)C. The catalyst is CN(C=O)C. The product is [C:1]([O:4][CH:5]1[C:9]2=[N:10][CH:11]=[C:12]([NH:28][C:50]([C:38]3[N:39]=[C:40]([C:42]4[C:47]([F:48])=[CH:46][CH:45]=[CH:44][C:43]=4[F:49])[S:41][C:37]=3[NH:36][C:34]([O:33][C:29]([CH3:32])([CH3:31])[CH3:30])=[O:35])=[O:51])[C:13]([N:14]3[CH2:19][CH2:18][CH2:17][C@H:16]([NH:20][C:21]([O:23][C:24]([CH3:27])([CH3:26])[CH3:25])=[O:22])[CH2:15]3)=[C:8]2[CH2:7][CH2:6]1)(=[O:3])[CH3:2]. The yield is 0.800.